Regression. Given a peptide amino acid sequence and an MHC pseudo amino acid sequence, predict their binding affinity value. This is MHC class II binding data. From a dataset of Peptide-MHC class II binding affinity with 134,281 pairs from IEDB. (1) The peptide sequence is LIGFGLRTLWSPRER. The MHC is DRB1_1101 with pseudo-sequence DRB1_1101. The binding affinity (normalized) is 0.577. (2) The peptide sequence is KWHKHYLVCNYGPSG. The MHC is DRB1_1501 with pseudo-sequence DRB1_1501. The binding affinity (normalized) is 0.692. (3) The peptide sequence is VIPAGELQVIEKVDAAFKVA. The MHC is DRB1_1302 with pseudo-sequence DRB1_1302. The binding affinity (normalized) is 0.609. (4) The peptide sequence is AFKVENGSAAPQLTK. The MHC is DRB1_0405 with pseudo-sequence DRB1_0405. The binding affinity (normalized) is 0.403. (5) The peptide sequence is AELQIVDKIDAAFKI. The MHC is DRB1_1201 with pseudo-sequence DRB1_1201. The binding affinity (normalized) is 0.614. (6) The peptide sequence is GINYLIDTTSREL. The MHC is HLA-DPA10201-DPB10101 with pseudo-sequence HLA-DPA10201-DPB10101. The binding affinity (normalized) is 0.0909. (7) The peptide sequence is LVGPTPVNIIGRNLLTQLGC. The MHC is HLA-DPA10201-DPB10501 with pseudo-sequence HLA-DPA10201-DPB10501. The binding affinity (normalized) is 0. (8) The peptide sequence is EIESCRKNSCECNFE. The MHC is DRB1_0701 with pseudo-sequence DRB1_0701. The binding affinity (normalized) is 0. (9) The peptide sequence is IDLSIQNYHTFLIYI. The MHC is DRB4_0101 with pseudo-sequence DRB4_0103. The binding affinity (normalized) is 0.419.